Task: Predict which catalyst facilitates the given reaction.. Dataset: Catalyst prediction with 721,799 reactions and 888 catalyst types from USPTO (1) Reactant: [CH:1]12[CH2:10][CH:5]3[CH2:6][CH:7]([CH2:9][CH:3]([CH2:4]3)[CH:2]1[NH:11][C:12](=[O:19])[C@H:13]1[CH2:17][C@@H:16]([OH:18])[CH2:15][NH:14]1)[CH2:8]2.C(O)(C(F)(F)F)=O.[C:27]([N:34]1[CH2:39][CH2:38][CH:37]([CH:40]=O)[CH2:36][CH2:35]1)([O:29][C:30]([CH3:33])([CH3:32])[CH3:31])=[O:28].C([BH3-])#N.[Na+]. Product: [CH:1]12[CH2:10][CH:5]3[CH2:6][CH:7]([CH2:9][CH:3]([CH2:4]3)[CH:2]1[NH:11][C:12]([C@H:13]1[CH2:17][C@@H:16]([OH:18])[CH2:15][N:14]1[CH2:40][CH:37]1[CH2:38][CH2:39][N:34]([C:27]([O:29][C:30]([CH3:31])([CH3:33])[CH3:32])=[O:28])[CH2:35][CH2:36]1)=[O:19])[CH2:8]2. The catalyst class is: 5. (2) Reactant: [F:1][C:2]1[CH:7]=[CH:6][C:5]([C:8]2[C:16]3[C:11](=[CH:12][CH:13]=[C:14]([NH:17][C:18](=[O:23])[CH2:19][C:20](=O)[CH3:21])[CH:15]=3)[NH:10][N:9]=2)=[CH:4][CH:3]=1.[NH2:24][C:25]([NH2:27])=[O:26].FC(F)F.[Yb].[F:33][C:34]1[CH:41]=[CH:40][C:37]([CH:38]=O)=[CH:36][CH:35]=1. Product: [F:33][C:34]1[CH:41]=[CH:40][C:37]([CH:38]2[C:19]([C:18]([NH:17][C:14]3[CH:15]=[C:16]4[C:11](=[CH:12][CH:13]=3)[NH:10][N:9]=[C:8]4[C:5]3[CH:6]=[CH:7][C:2]([F:1])=[CH:3][CH:4]=3)=[O:23])=[C:20]([CH3:21])[NH:27][C:25](=[O:26])[NH:24]2)=[CH:36][CH:35]=1. The catalyst class is: 47. (3) Reactant: [Br:1][C:2]1[CH:7]=[CH:6][CH:5]=[CH:4][C:3]=1[C:8](=[O:10])[CH3:9].[Br:11]Br. Product: [Br:11][CH2:9][C:8]([C:3]1[CH:4]=[CH:5][CH:6]=[CH:7][C:2]=1[Br:1])=[O:10].[Br:1][C:2]1[CH:7]=[CH:6][CH:5]=[CH:4][C:3]=1[C:8](=[O:10])[CH3:9]. The catalyst class is: 48. (4) The catalyst class is: 43. Product: [CH3:1][O:2][CH2:3][CH2:4][O:5][C:6]1[CH:7]=[C:8]([NH2:12])[CH:9]=[CH:10][CH:11]=1. Reactant: [CH3:1][O:2][CH2:3][CH2:4][O:5][C:6]1[CH:11]=[CH:10][CH:9]=[C:8]([N+:12]([O-])=O)[CH:7]=1. (5) Reactant: C(OC([N:8]1[CH2:13][CH2:12][CH:11]([C:14]2[CH:19]=[CH:18][C:17]([NH:20][C:21]3[N:26]=[C:25]([C:27]4[CH:32]=[CH:31][C:30]([O:33][C@H:34]5[CH2:39][CH2:38][N:37]([CH:40]=[O:41])[CH2:36][C:35]5([F:43])[F:42])=[C:29]([C:44]#[N:45])[CH:28]=4)[N:24]=[CH:23][N:22]=3)=[CH:16][C:15]=2[CH3:46])[CH2:10][CH2:9]1)=O)(C)(C)C.[F:42][C:35]1([F:43])[C@@H:34]([O:33][C:30]2[CH:31]=[CH:32][C:27]([C:25]3[N:26]=[C:21]([NH:20][C:17]4[CH:18]=[CH:19][C:14]([CH:11]5[CH2:10][CH2:9][NH:8][CH2:13][CH2:12]5)=[C:15]([CH3:46])[CH:16]=4)[N:22]=[CH:23][N:24]=3)=[CH:28][C:29]=2[C:44]#[N:45])[CH2:39][CH2:38][N:37]([CH:40]=[O:41])[CH2:36]1.FC(F)(F)C(O)=O. Product: [F:43][C:35]1([F:42])[C@@H:34]([O:33][C:30]2[CH:31]=[CH:32][C:27]([C:25]3[N:26]=[C:21]([NH:20][C:17]4[CH:18]=[CH:19][C:14]([CH:11]5[CH2:12][CH2:13][NH:8][CH2:9][CH2:10]5)=[C:15]([CH3:46])[CH:16]=4)[N:22]=[CH:23][N:24]=3)=[CH:28][C:29]=2[C:44]#[N:45])[CH2:39][CH2:38][N:37]([CH:40]=[O:41])[CH2:36]1. The catalyst class is: 4.